From a dataset of Full USPTO retrosynthesis dataset with 1.9M reactions from patents (1976-2016). Predict the reactants needed to synthesize the given product. (1) Given the product [F:1][C:2]1[C:9]([C:10]([F:11])([F:12])[F:13])=[CH:8][CH:7]=[CH:6][C:3]=1[C:4]1[NH:20][N:19]=[N:18][N:5]=1, predict the reactants needed to synthesize it. The reactants are: [F:1][C:2]1[C:9]([C:10]([F:13])([F:12])[F:11])=[CH:8][CH:7]=[CH:6][C:3]=1[C:4]#[N:5].C[Al](C)C.[N:18]([Si](C)(C)C)=[N+:19]=[N-:20].Cl. (2) Given the product [F:1][CH2:2][C@@H:3]1[C@@H:7]([C:8]2[CH:9]=[CH:10][C:11]([C:14]3[O:18][N:17]=[C:16]([CH2:19][S:35]([CH3:34])(=[O:37])=[O:36])[CH:15]=3)=[CH:12][CH:13]=2)[O:6][C:5]([CH3:25])([CH3:26])[N:4]1[C:27]([O:29][C:30]([CH3:32])([CH3:31])[CH3:33])=[O:28], predict the reactants needed to synthesize it. The reactants are: [F:1][CH2:2][C@@H:3]1[C@@H:7]([C:8]2[CH:13]=[CH:12][C:11]([C:14]3[O:18][N:17]=[C:16]([CH2:19]OS(C)(=O)=O)[CH:15]=3)=[CH:10][CH:9]=2)[O:6][C:5]([CH3:26])([CH3:25])[N:4]1[C:27]([O:29][C:30]([CH3:33])([CH3:32])[CH3:31])=[O:28].[CH3:34][S:35]([O-:37])=[O:36].[Na+].C1OCCOCCOCCOCCOCCOC1. (3) Given the product [C:7]([O:11][C:12]([NH:14][C:15]1[O:23][C:22]2[C:17](=[N:18][CH:19]=[C:20]([CH2:24][N:2]3[CH2:5][CH:4]([OH:6])[CH2:3]3)[CH:21]=2)[C:16]=1[C:26]([NH:28][C:29]1[CH:30]=[N:31][CH:32]=[CH:33][C:34]=1[N:35]1[CH2:40][C@H:39]([C:41]([F:43])([F:42])[F:44])[CH2:38][C@H:37]([NH:45][C:46](=[O:52])[O:47][C:48]([CH3:51])([CH3:50])[CH3:49])[CH2:36]1)=[O:27])=[O:13])([CH3:9])([CH3:10])[CH3:8], predict the reactants needed to synthesize it. The reactants are: Cl.[NH:2]1[CH2:5][CH:4]([OH:6])[CH2:3]1.[C:7]([O:11][C:12]([NH:14][C:15]1[O:23][C:22]2[C:17](=[N:18][CH:19]=[C:20]([CH:24]=O)[CH:21]=2)[C:16]=1[C:26]([NH:28][C:29]1[CH:30]=[N:31][CH:32]=[CH:33][C:34]=1[N:35]1[CH2:40][C@H:39]([C:41]([F:44])([F:43])[F:42])[CH2:38][C@H:37]([NH:45][C:46](=[O:52])[O:47][C:48]([CH3:51])([CH3:50])[CH3:49])[CH2:36]1)=[O:27])=[O:13])([CH3:10])([CH3:9])[CH3:8].C(O[BH-](OC(=O)C)OC(=O)C)(=O)C.[Na+]. (4) The reactants are: Cl[C:2]1[C:3]([C:26]2[C:34]3[C:29](=[CH:30][CH:31]=[CH:32][CH:33]=3)[N:28]([S:35]([C:38]3[CH:43]=[CH:42][CH:41]=[CH:40][CH:39]=3)(=[O:37])=[O:36])[CH:27]=2)=[N:4][C:5]([NH:8][C@@H:9]2[CH2:14][CH2:13][CH2:12][C@H:11]([NH:15][C:16](=[O:25])[O:17][CH2:18][C:19]3[CH:24]=[CH:23][CH:22]=[CH:21][CH:20]=3)[CH2:10]2)=[N:6][CH:7]=1.C([O-])([O-])=O.[Cs+].[Cs+].[CH:50]1([B-](F)(F)F)[CH2:52][CH2:51]1.[K+].C(P(C12CC3CC(CC(C3)C1)C2)C12CC3CC(CC(C3)C1)C2)CCC. Given the product [CH:50]1([C:2]2[C:3]([C:26]3[C:34]4[C:29](=[CH:30][CH:31]=[CH:32][CH:33]=4)[N:28]([S:35]([C:38]4[CH:43]=[CH:42][CH:41]=[CH:40][CH:39]=4)(=[O:37])=[O:36])[CH:27]=3)=[N:4][C:5]([NH:8][C@@H:9]3[CH2:14][CH2:13][CH2:12][C@H:11]([NH:15][C:16](=[O:25])[O:17][CH2:18][C:19]4[CH:24]=[CH:23][CH:22]=[CH:21][CH:20]=4)[CH2:10]3)=[N:6][CH:7]=2)[CH2:52][CH2:51]1, predict the reactants needed to synthesize it. (5) Given the product [CH3:1][C:2]1[CH:6]=[C:5]([CH3:7])[N:4]([CH2:8][C:9]([NH:12][C:13]2[CH:18]=[C:17]([C:19]([C:21]3[C:29]4[CH:28]=[N:27][CH:26]=[N:25][C:24]=4[N:23]([C@H:30]4[CH2:35][CH2:34][C@@H:33]([OH:36])[CH2:32][CH2:31]4)[CH:22]=3)=[O:20])[CH:16]=[CH:15][N:14]=2)=[O:11])[N:3]=1, predict the reactants needed to synthesize it. The reactants are: [CH3:1][C:2]1[CH:6]=[C:5]([CH3:7])[N:4]([CH2:8][C:9]([OH:11])=O)[N:3]=1.[NH2:12][C:13]1[CH:18]=[C:17]([C:19]([C:21]2[C:29]3[CH:28]=[N:27][CH:26]=[N:25][C:24]=3[N:23]([C@H:30]3[CH2:35][CH2:34][C@@H:33]([O:36][Si](C(C)(C)C)(C)C)[CH2:32][CH2:31]3)[CH:22]=2)=[O:20])[CH:16]=[CH:15][N:14]=1.